From a dataset of Peptide-MHC class II binding affinity with 134,281 pairs from IEDB. Regression. Given a peptide amino acid sequence and an MHC pseudo amino acid sequence, predict their binding affinity value. This is MHC class II binding data. (1) The peptide sequence is AFKGAATAANAAPAN. The MHC is DRB1_0701 with pseudo-sequence DRB1_0701. The binding affinity (normalized) is 0.214. (2) The peptide sequence is LSLMLNYPNSADRYY. The MHC is H-2-IAb with pseudo-sequence H-2-IAb. The binding affinity (normalized) is 0.358. (3) The peptide sequence is EKKYFAATQEEPLAA. The MHC is DRB1_1602 with pseudo-sequence DRB1_1602. The binding affinity (normalized) is 0.638.